From a dataset of Reaction yield outcomes from USPTO patents with 853,638 reactions. Predict the reaction yield, written as a fraction of the theoretical maximum amount of product (1.0 means a 100% yield; for example, 0.34 means a 34% yield). (1) The reactants are C([O:3][C:4](=[O:14])[C:5]1[C:10]([CH3:11])=[CH:9][CH:8]=[CH:7][C:6]=1[O:12][CH3:13])C.[OH-].[Na+]. The catalyst is C(O)C. The product is [CH3:13][O:12][C:6]1[CH:7]=[CH:8][CH:9]=[C:10]([CH3:11])[C:5]=1[C:4]([OH:14])=[O:3]. The yield is 0.700. (2) The reactants are Cl.CN(C)CCCN=C=NCC.N1C2C(=NC=CC=2)N(O)N=1.[Cl:23][C:24]1[CH:34]=[C:33]([C:35]2[CH2:40][CH2:39][C:38](=[O:41])[NH:37][N:36]=2)[CH:32]=[CH:31][C:25]=1[O:26][CH2:27][C:28]([OH:30])=O.Cl.[NH2:43][CH2:44][CH2:45][NH:46][C:47](=[O:56])[CH2:48][C:49]1[CH:54]=[CH:53][C:52]([OH:55])=[CH:51][CH:50]=1.C(N(CC)CC)C.Cl. The catalyst is CN(C)C=O. The product is [Cl:23][C:24]1[CH:34]=[C:33]([C:35]2[CH2:40][CH2:39][C:38](=[O:41])[NH:37][N:36]=2)[CH:32]=[CH:31][C:25]=1[O:26][CH2:27][C:28]([NH:43][CH2:44][CH2:45][NH:46][C:47](=[O:56])[CH2:48][C:49]1[CH:50]=[CH:51][C:52]([OH:55])=[CH:53][CH:54]=1)=[O:30]. The yield is 0.510.